From a dataset of Full USPTO retrosynthesis dataset with 1.9M reactions from patents (1976-2016). Predict the reactants needed to synthesize the given product. (1) Given the product [CH2:1]([O:3][C:4](=[O:30])[CH:5]([N:7]1[CH2:12][CH2:11][CH2:10][CH:9]([NH2:13])[C:8]1=[O:29])[CH3:6])[CH3:2], predict the reactants needed to synthesize it. The reactants are: [CH2:1]([O:3][C:4](=[O:30])[CH:5]([N:7]1[CH2:12][CH2:11][CH2:10][C:9](NC(OC(C)(C)C)=O)([NH:13]C(OC(C)(C)C)=O)[C:8]1=[O:29])[CH3:6])[CH3:2].C(OC(=O)NC1CCCN(CC2NC(C3C=CC(C4C=CC(C5N=C(C6CCCN6C(=O)C(NC(OC)=O)C(C)C)NC=5)=CC=4)=CC=3)=CN=2)C1=O)(C)(C)C. (2) Given the product [Br:1][C:2]1[CH:10]=[C:9]2[C:5](=[CH:4][CH:3]=1)[C:6](=[O:15])[CH2:7][C:8]2([CH3:12])[CH3:11], predict the reactants needed to synthesize it. The reactants are: [Br:1][C:2]1[CH:10]=[C:9]2[C:5]([CH2:6][CH2:7][C:8]2([CH3:12])[CH3:11])=[CH:4][CH:3]=1.C(O)(=[O:15])C. (3) Given the product [CH2:7]([CH:8]1[CH2:13][CH2:12][CH2:11][CH2:10][CH2:9]1)[CH2:29][C:21]#[CH:22], predict the reactants needed to synthesize it. The reactants are: C([O-])([O-])=O.[K+].[K+].[CH3:7][C:8]1[CH:13]=[CH:12][C:11](S(N=[N+]=[N-])(=O)=O)=[CH:10][CH:9]=1.O=[C:21]([CH3:29])[CH2:22]P(=O)(OC)OC. (4) The reactants are: [Br:1][C:2]1[N:6]([CH:7]2[CH2:12][CH2:11][N:10]([C:13]([O:15][CH:16]([CH3:18])[CH3:17])=[O:14])[CH2:9][CH2:8]2)[N:5]=[CH:4][C:3]=1[C:19](OCC)=[O:20].CO.[OH-].[Na+]. Given the product [Br:1][C:2]1[N:6]([CH:7]2[CH2:12][CH2:11][N:10]([C:13]([O:15][CH:16]([CH3:18])[CH3:17])=[O:14])[CH2:9][CH2:8]2)[N:5]=[CH:4][C:3]=1[CH2:19][OH:20], predict the reactants needed to synthesize it. (5) Given the product [CH2:20]([C:19]1([CH2:18][CH:17]=[CH2:16])[C:6](=[O:8])[O:7][C:2]([CH3:10])([CH3:1])[O:3][C:4]1=[O:9])[CH:15]=[CH2:21], predict the reactants needed to synthesize it. The reactants are: [CH3:1][C:2]1([CH3:10])[O:7][C:6](=[O:8])C[C:4](=[O:9])[O:3]1.C(O)C=C.[C:15]1([CH3:21])[CH:20]=[CH:19][CH:18]=[CH:17][CH:16]=1.